From a dataset of Experimentally validated miRNA-target interactions with 360,000+ pairs, plus equal number of negative samples. Binary Classification. Given a miRNA mature sequence and a target amino acid sequence, predict their likelihood of interaction. (1) The miRNA is dme-miR-286-3p with sequence UGACUAGACCGAACACUCGUGCU. The protein sequence of the target gene is MDQRPELLSSMEYVASPDPKPGVPLRVAENVAPGAEDWLPSASGHLAWATSLETEHQTHLELSEEQRLQISKELVDLQIATHHLREQHEAEVFELRREILRLESRVLELELHGNGACQGHKVQPMANLGQHQVPPLEPPGGQQKLQEELKWLLEHHRARQQALETQVGVLSQQLQGAREEARTTGQQLASQAMVLASCKGQLRQAEAENTQLQLQLKKMNEEYAVRLQHYARETVENASSTNQAALQAFLESTLQDIRAAHRTREQQLAQAARTYRKRLADLNQRQELLLTTCRATFATA.... Result: 0 (no interaction). (2) The miRNA is hsa-miR-483-3p with sequence UCACUCCUCUCCUCCCGUCUU. The protein sequence of the target gene is MRWLWPLAVSLVVVLTVGLSGVSGAATSSLGGHRAKVQEQQSRPRRGTKDEGPKEVQHYVPEEWAEYPKPIHPAGLQPTKTLEATSPNPDKDGATPGNGQELRVNLTGTPSQRLQIQNPLYPVTESSYSAYAIMLLALVVFAVGIVGNLSVMCIVWHSYYLKSAWNSILASLALWDFLVLFFCLPIVIFNEITKQRLLGDVSCRAVPFMEVSSLGVTTFSLCALGIDRFHVATSTLPKVRPIERCQSILAKLAVIWVGSMMLAVPELLLWQLAQEPAPTAGTVDSCIMKPSADLPESVYS.... Result: 0 (no interaction). (3) The miRNA is mmu-miR-212-5p with sequence ACCUUGGCUCUAGACUGCUUACU. The protein sequence of the target gene is MSSAPAPGPAPASLTLWDEEDFQGRRCRLLSDCANVCERGGLPRVRSVKVENGVWVAFEYPDFQGQQFILEKGDYPRWSAWSGSSSHNSNQLLSFRPVLCANHNDSRVTLFEGDNFQGCKFDLVDDYPSLPSMGWASKDVGSLKVSSGAWVAYQYPGYRGYQYVLERDRHSGEFCTYGELGTQAHTGQLQSIRRVQH. Result: 0 (no interaction). (4) The miRNA is hsa-miR-7113-5p with sequence UCCAGGGAGACAGUGUGUGAG. The protein sequence of the target gene is MAAAITDMADLEELSRLSPLPPGSPGSAARGRAEPPEEEEEEEEEEEEAEAEAVAALLLNGGSGGGGGGGGGGVGGGEAETMSEPSPESASQAGEDEDEEEDDEEEEDESSSSGGGEEESSAESLVGSSGGSSSDETRSLSPGAASSSSGDGDGKEGLEEPKGPRGSQGGGGGGSSSSSVVSSGGDEGYGTGGGGSSATSGGRRGSLEMSSDGEPLSRMDSEDSISSTIMDVDSTISSGRSTPAMMNGQGSTTSSSKNIAYNCCWDQCQACFNSSPDLADHIRSIHVDGQRGGVFVCLWK.... Result: 0 (no interaction). (5) The miRNA is cel-miR-87-3p with sequence GUGAGCAAAGUUUCAGGUGUGC. The protein sequence of the target gene is MLVILAFIIVFHIVSTALLFISTIDNAWWVGDSFSADLWRVCTNSTNCTEINELTGPEAFEGYSVMQAVQATMILSTILSCISFLIFLLQLFRLKQGERFVLTSIIQLMSCLCVMIGASIYTDRRQDLHQQNRKLYYLLQEGSYGYSFILAWVAFAFTFISGLMYMILRKRK. Result: 0 (no interaction). (6) The miRNA is hsa-miR-650 with sequence AGGAGGCAGCGCUCUCAGGAC. The protein sequence of the target gene is MADGEEPEKKRRRIEELLAEKMAVDGGCGDTGDWEGRWNHVKKFLERSGPFTHPDFEPSTESLQFLLDTCKVLVIGAGGLGCELLKNLALSGFRQIHVIDMDTIDVSNLNRQFLFRPKDIGRPKAEVAAEFLNDRVPNCNVVPHFNKIQDFNDTFYRQFHIIVCGLDSIIARRWINGMLISLLNYEDGVLDPSSIVPLIDGGTEGFKGNARVILPGMTACIECTLELYPPQVNFPMCTIASMPRLPEHCIEYVRMLQWPKEQPFGEGVPLDGDDPEHIQWIFQKSLERASQYNIRGVTYR.... Result: 0 (no interaction). (7) The miRNA is hsa-miR-409-3p with sequence GAAUGUUGCUCGGUGAACCCCU. The protein sequence of the target gene is MATRGHVQDPNDRRLRPIYDYLDNGNNKMAIQQADKLLKKHKDLHCAKVLKAIGLQRTGKQEEAFTLAQEVAALEPTDDNSLQALTILYREMHRPELVTKLYEAAVKKVPNSEEYHSHLFMAYARVGEYKKMQQAGMALYKIVPKNPYYFWSVMSLIMQSISAQDENLSKTMFLPLAERMVEKMVKEDKIEAEAEVELYYMILERLGKYQEALDVIRGKLGEKLTSEIQSRENKCMAMYKKLSRWPECNALSRRLLLKNSDDWQFYLTYFDSVFRLIEEAWSPPAEGEHSLEGEVHYSAE.... Result: 0 (no interaction). (8) The miRNA is mmu-miR-411-5p with sequence UAGUAGACCGUAUAGCGUACG. The protein sequence of the target gene is MSTERDSETTFDEESQPNDEVVPYSDDETEDELEDQGSTVEPEQNRVNREAEKKRETFRKDCTWQVKANDRKFHEQPHFMNTKFFCIKESKYASNAIKTYKYNGFTFLPMNLFEQFKRAANFYFLILLILQAIPQISTLAWYTTLVPLLLVLGITAIKDLVDDVARHKMDKEINNRTCEVIKDGRFKIIKWKDIQVGDVIRLKKNDFIPADILLLSSSEPNSLCYVETAELDGETNLKFKMALEITDQYLQIEDNLATFDGFIECEEPNNRLDKFTGTLFWKNQSFPLDADKILLRGCVI.... Result: 1 (interaction).